This data is from Full USPTO retrosynthesis dataset with 1.9M reactions from patents (1976-2016). The task is: Predict the reactants needed to synthesize the given product. (1) Given the product [NH2:6][CH2:15][CH2:16][N:17]1[C@@H:22]([CH3:23])[CH2:21][N:20]([C:24]([O:26][C:27]([CH3:28])([CH3:30])[CH3:29])=[O:25])[CH2:19][C@H:18]1[CH3:31], predict the reactants needed to synthesize it. The reactants are: O.NN.O=C1C2C(=CC=CC=2)C(=O)[N:6]1[CH2:15][CH2:16][N:17]1[C@@H:22]([CH3:23])[CH2:21][N:20]([C:24]([O:26][C:27]([CH3:30])([CH3:29])[CH3:28])=[O:25])[CH2:19][C@H:18]1[CH3:31]. (2) The reactants are: C([O:8][C:9](=[O:21])[CH2:10][N:11]1[C:19]2[CH2:18][CH2:17][N:16]([CH3:20])[CH2:15][C:14]=2[N:13]=[CH:12]1)C1C=CC=CC=1. Given the product [CH3:20][N:16]1[CH2:17][CH2:18][C:19]2[N:11]([CH2:10][C:9]([OH:21])=[O:8])[CH:12]=[N:13][C:14]=2[CH2:15]1, predict the reactants needed to synthesize it. (3) Given the product [C:1]([C:3]1[CH:4]=[C:5]([C:13]2[S:14][CH2:15][N:16]([C:8]3[CH:7]=[CH:6][C:5]([CH2:32][CH2:31][C:30]([O:29][CH2:27][CH3:28])=[O:34])=[CH:4][C:3]=3[CH3:1])[N:17]=2)[CH:6]=[CH:7][C:8]=1[S:9][CH:10]([CH3:11])[CH3:12])#[N:2], predict the reactants needed to synthesize it. The reactants are: [C:1]([C:3]1[CH:4]=[C:5]([C:13]2[S:14][C:15](C3C=CC(Br)=CC=3C)=[N:16][N:17]=2)[CH:6]=[CH:7][C:8]=1[S:9][CH:10]([CH3:12])[CH3:11])#[N:2].[Br-].[CH2:27]([O:29][C:30](=[O:34])[CH2:31][CH2:32][Zn+])[CH3:28]. (4) Given the product [CH3:1][O:2][C:3](=[O:29])[CH2:4][C:5]1[C:14]([CH3:15])=[C:13]([C:16](=[CH2:27])[CH2:17][CH2:18][NH2:19])[C:12]2[C:7](=[CH:8][CH:9]=[C:10]([F:28])[CH:11]=2)[CH:6]=1, predict the reactants needed to synthesize it. The reactants are: [CH3:1][O:2][C:3](=[O:29])[CH2:4][C:5]1[C:14]([CH3:15])=[C:13]([C:16](=[CH2:27])[CH2:17][CH2:18][NH:19]C(OC(C)(C)C)=O)[C:12]2[C:7](=[CH:8][CH:9]=[C:10]([F:28])[CH:11]=2)[CH:6]=1.FC(F)(F)C(O)=O.